This data is from Peptide-MHC class I binding affinity with 185,985 pairs from IEDB/IMGT. The task is: Regression. Given a peptide amino acid sequence and an MHC pseudo amino acid sequence, predict their binding affinity value. This is MHC class I binding data. (1) The peptide sequence is KQNPDIVIY. The MHC is HLA-B07:02 with pseudo-sequence HLA-B07:02. The binding affinity (normalized) is 0. (2) The peptide sequence is KLCSPVFAI. The MHC is HLA-A02:01 with pseudo-sequence HLA-A02:01. The binding affinity (normalized) is 0.794.